This data is from Experimentally validated miRNA-target interactions with 360,000+ pairs, plus equal number of negative samples. The task is: Binary Classification. Given a miRNA mature sequence and a target amino acid sequence, predict their likelihood of interaction. (1) The miRNA is hsa-miR-651-5p with sequence UUUAGGAUAAGCUUGACUUUUG. The protein sequence of the target gene is MAENGDNEKMAALEAKICHQIEYYFGDFNLPRDKFLKEQIKLDEGWVPLEIMIKFNRLNRLTTDFNVIVEALSKSKAELMEISEDKTKIRRSPSKPLPEVTDEYKNDVKNRSVYIKGFPTDATLDDIKEWLEDKGQVLNIQMRRTLHKAFKGSIFVVFDSIESAKKFVETPGQKYKETDLLILFKDDYFAKKNEERKQNKVEAKLRAKQEQEAKQKLEEDAEMKSLEEKIGCLLKFSGDLDDQTCREDLHILFSNHGEIKWIDFVRGAKEGIILFKEKAKEALGKAKDANNGNLQLRNKE.... Result: 0 (no interaction). (2) The miRNA is hsa-miR-429 with sequence UAAUACUGUCUGGUAAAACCGU. The protein sequence of the target gene is MHTPDFAGPDDARAVDIMDICESILERKRHDSERSTCSILEQTDMEAVEALVCMSSWGQRSQKGDLLRIRPLTPVSDSGDVTTTVHMDAATPELPKDFHSLSTLCITPPQSPDLVEPSTRTPVSPQVTDSKACTATDVLQSSAVVARALSGGAERGLLGLEPVPSSPCRAKGTSVIRHTGESPAACFPTIQTPDCRLSDSREGEEQLLGHFETLQDTHLTDSLLSTNLVSCQPCLHKSGGLLLTDKGQQAGWPGAVQTCSPKNYENDLPRKTTPLISVSVPAPPVLCQMIPVTGQSSMLP.... Result: 1 (interaction). (3) The miRNA is hsa-miR-6746-5p with sequence CCGGGAGAAGGAGGUGGCCUGG. The protein sequence of the target gene is MFAGLQDLGVANGEDLKETLTNCTEPLKAIEQFQTENGVLLPSLQSALPFLDLHGTPRLEFHQSVFDELRDKLLERVSAIASEGKAEERYKKLEDLLEKSFSLVKMPSLQPVVMCVMKHLPKVPEKKLKLVMADKELYRACAVEVKRQIWQDNQALFGDEVSPLLKQYILEKESALFSTELSVLHNFFSPSPKTRRQGEVVQRLTRMVGKNVKLYDMVLQFLRTLFLRTRNVHYCTLRAELLMSLHDLDVGEICTVDPCHKFTWCLDACIRERFVDSKRARELQGFLDGVKKGQEQVLGD.... Result: 0 (no interaction). (4) The miRNA is hsa-miR-5087 with sequence GGGUUUGUAGCUUUGCUGGCAUG. The protein sequence of the target gene is MRVLSARFRVLLACLALVIPVSETNFLSKERASQVLVRKRRANTLFEETMKGNLERECIEELCNKEEAREVFENNPETDYFYPKYLGCLGAFRVGSFHAARQSANAYPDLRSCVKAISDQCDPIPCNEDGYLACQDGQAAFTCFCKPGWQGDRCQYDVNECKDPSNVNGGCSQICDNTPGSYHCSCKRGFAMLPNKKDCKDLDECALKPSVCGTAVCKNIPGDFECECPDGYRYDPSSKSCKDVDECSENMCAQLCVNFPGGYSCYCDGKKGFKLAQDQKSCEGIPVCLSLDLDKNYELL.... Result: 0 (no interaction).